Task: Regression. Given a peptide amino acid sequence and an MHC pseudo amino acid sequence, predict their binding affinity value. This is MHC class I binding data.. Dataset: Peptide-MHC class I binding affinity with 185,985 pairs from IEDB/IMGT The peptide sequence is QPEWFRNVL. The MHC is HLA-A69:01 with pseudo-sequence HLA-A69:01. The binding affinity (normalized) is 0.0847.